The task is: Predict which catalyst facilitates the given reaction.. This data is from Catalyst prediction with 721,799 reactions and 888 catalyst types from USPTO. Reactant: [CH2:1]([O:8][C:9]1[CH:14]=[CH:13][C:12]([C@H:15]2[CH2:20][CH2:19][N:18](C(OC(C)(C)C)=O)[CH2:17][C@H:16]2[F:28])=[CH:11][CH:10]=1)[C:2]1[CH:7]=[CH:6][CH:5]=[CH:4][CH:3]=1.C(O)(C(F)(F)F)=O. Product: [CH2:1]([O:8][C:9]1[CH:14]=[CH:13][C:12]([C@H:15]2[CH2:20][CH2:19][NH:18][CH2:17][C@H:16]2[F:28])=[CH:11][CH:10]=1)[C:2]1[CH:3]=[CH:4][CH:5]=[CH:6][CH:7]=1. The catalyst class is: 2.